From a dataset of Full USPTO retrosynthesis dataset with 1.9M reactions from patents (1976-2016). Predict the reactants needed to synthesize the given product. Given the product [C:1]([N:4]1[C:12]2[C:7](=[CH:8][C:9]([C:21](=[O:25])[CH2:22][Br:23])=[C:10]([O:13][CH2:14][C:15]3[CH:16]=[CH:17][CH:18]=[CH:19][CH:20]=3)[CH:11]=2)[C:6]([CH3:26])=[CH:5]1)(=[O:3])[CH3:2], predict the reactants needed to synthesize it. The reactants are: [C:1]([N:4]1[C:12]2[C:7](=[CH:8][C:9]([C:21](=[O:25])[CH:22](Br)[Br:23])=[C:10]([O:13][CH2:14][C:15]3[CH:20]=[CH:19][CH:18]=[CH:17][CH:16]=3)[CH:11]=2)[C:6]([CH3:26])=[CH:5]1)(=[O:3])[CH3:2].C(N(CC)CC)C.P(OCC)(OCC)=O.